The task is: Regression. Given a peptide amino acid sequence and an MHC pseudo amino acid sequence, predict their binding affinity value. This is MHC class II binding data.. This data is from Peptide-MHC class II binding affinity with 134,281 pairs from IEDB. (1) The peptide sequence is PELEEEMFKKRNLTI. The MHC is DRB5_0101 with pseudo-sequence DRB5_0101. The binding affinity (normalized) is 0. (2) The peptide sequence is SARYDVALSEQGEFK. The MHC is DRB1_0404 with pseudo-sequence DRB1_0404. The binding affinity (normalized) is 0.225. (3) The peptide sequence is DINASFRAAMATTAN. The MHC is HLA-DQA10401-DQB10402 with pseudo-sequence HLA-DQA10401-DQB10402. The binding affinity (normalized) is 0.371. (4) The peptide sequence is GASDYFDQLRETVEK. The MHC is DRB1_0101 with pseudo-sequence DRB1_0101. The binding affinity (normalized) is 0.823. (5) The peptide sequence is GELQIVDKIDFAFKI. The MHC is DRB1_1101 with pseudo-sequence DRB1_1101. The binding affinity (normalized) is 0.345.